From a dataset of Reaction yield outcomes from USPTO patents with 853,638 reactions. Predict the reaction yield, written as a fraction of the theoretical maximum amount of product (1.0 means a 100% yield; for example, 0.34 means a 34% yield). (1) The reactants are [CH3:1][CH2:2][O:3][C:4]([C:6]1[N:7](C(OC(C)(C)C)=O)[C:8]2[C:13]([CH:14]=1)=[CH:12][C:11]([Cl:15])=[CH:10][C:9]=2[CH2:16][C:17]#[N:18])=[O:5].C(O)(C(F)(F)F)=O. The catalyst is C(Cl)Cl. The product is [CH2:2]([O:3][C:4]([C:6]1[NH:7][C:8]2[C:13]([CH:14]=1)=[CH:12][C:11]([Cl:15])=[CH:10][C:9]=2[CH2:16][C:17]#[N:18])=[O:5])[CH3:1]. The yield is 0.350. (2) The reactants are [Cl:1][C:2]1[N:7]=[C:6]([C:8]([OH:10])=O)[C:5]([CH3:11])=[CH:4][CH:3]=1.CN(C=O)C.C(Cl)(=O)C(Cl)=O.[NH2:23][C:24]1[C:34]([CH3:35])=[CH:33][C:27]([C:28]([O:30][CH2:31][CH3:32])=[O:29])=[CH:26][C:25]=1[CH3:36].N1C=CC=CC=1. The catalyst is C1COCC1.C(Cl)Cl.CN(C)C1C=CN=CC=1. The product is [Cl:1][C:2]1[N:7]=[C:6]([C:8]([NH:23][C:24]2[C:25]([CH3:36])=[CH:26][C:27]([C:28]([O:30][CH2:31][CH3:32])=[O:29])=[CH:33][C:34]=2[CH3:35])=[O:10])[C:5]([CH3:11])=[CH:4][CH:3]=1. The yield is 0.840. (3) The reactants are [CH3:1][C:2]1[CH:3]=[CH:4][C:5]2[N:6]([C:8]([CH2:18][C:19](O)=[O:20])=[C:9]([C:11]3[CH:16]=[CH:15][C:14]([CH3:17])=[CH:13][CH:12]=3)[N:10]=2)[CH:7]=1. The catalyst is C1COCC1. The product is [CH3:1][C:2]1[CH:3]=[CH:4][C:5]2[N:6]([C:8]([CH2:18][CH2:19][OH:20])=[C:9]([C:11]3[CH:16]=[CH:15][C:14]([CH3:17])=[CH:13][CH:12]=3)[N:10]=2)[CH:7]=1. The yield is 0.930.